From a dataset of Reaction yield outcomes from USPTO patents with 853,638 reactions. Predict the reaction yield, written as a fraction of the theoretical maximum amount of product (1.0 means a 100% yield; for example, 0.34 means a 34% yield). The reactants are [C:1]([Si:5]([CH3:21])([CH3:20])[O:6][CH2:7][C:8]([CH3:19])([C:10]1[CH:15]=[CH:14][C:13]([N+:16]([O-])=O)=[CH:12][CH:11]=1)[CH3:9])([CH3:4])([CH3:3])[CH3:2]. The catalyst is CCOC(C)=O.[Pd]. The product is [C:1]([Si:5]([CH3:20])([CH3:21])[O:6][CH2:7][C:8]([C:10]1[CH:11]=[CH:12][C:13]([NH2:16])=[CH:14][CH:15]=1)([CH3:19])[CH3:9])([CH3:4])([CH3:2])[CH3:3]. The yield is 0.930.